Dataset: Reaction yield outcomes from USPTO patents with 853,638 reactions. Task: Predict the reaction yield, written as a fraction of the theoretical maximum amount of product (1.0 means a 100% yield; for example, 0.34 means a 34% yield). (1) The reactants are [H-].[Na+].[NH:3]1[C:7]([CH2:8][CH2:9][CH2:10][CH2:11][C:12]2[CH:17]=[CH:16][C:15]([OH:18])=[CH:14][CH:13]=2)=[N:6][N:5]=[N:4]1.Cl[CH2:20][C:21]1[N:22]=[C:23]([CH:26]=[CH:27][C:28]2[CH:33]=[CH:32][C:31]([S:34]([F:39])([F:38])([F:37])([F:36])[F:35])=[CH:30][CH:29]=2)[O:24][CH:25]=1.Cl. The catalyst is CN(C)C=O.O. The product is [F:37][S:34]([F:35])([F:36])([F:38])([F:39])[C:31]1[CH:32]=[CH:33][C:28](/[CH:27]=[CH:26]/[C:23]2[O:24][CH:25]=[C:21]([CH2:20][O:18][C:15]3[CH:14]=[CH:13][C:12]([CH2:11][CH2:10][CH2:9][CH2:8][C:7]4[N:6]=[N:5][NH:4][N:3]=4)=[CH:17][CH:16]=3)[N:22]=2)=[CH:29][CH:30]=1. The yield is 0.220. (2) The reactants are O=[C:2]1[CH2:5][N:4]([C:6]([O:8][C:9]([CH3:12])([CH3:11])[CH3:10])=[O:7])[CH2:3]1.[CH3:13][O:14][C:15]1[CH:20]=[CH:19][C:18]([S:21]([NH:24][NH2:25])(=[O:23])=[O:22])=[CH:17][CH:16]=1. The catalyst is C1(C)C=CC=CC=1. The product is [CH3:13][O:14][C:15]1[CH:16]=[CH:17][C:18]([S:21]([NH:24][N:25]=[C:2]2[CH2:5][N:4]([C:6]([O:8][C:9]([CH3:12])([CH3:11])[CH3:10])=[O:7])[CH2:3]2)(=[O:23])=[O:22])=[CH:19][CH:20]=1. The yield is 0.980. (3) The reactants are [F:1][C:2]1[CH:11]=[C:10]2[C:5]([CH:6]=[CH:7][C:8](=[O:33])[N:9]2[CH2:12][CH2:13][N:14]2[CH2:19][CH2:18][C@@H:17]([OH:20])[C@@H:16]([CH2:21][NH:22]C(=O)OCC3C=CC=CC=3)[CH2:15]2)=[CH:4][CH:3]=1. The catalyst is CCO.[OH-].[OH-].[Pd+2]. The product is [NH2:22][CH2:21][C@@H:16]1[C@H:17]([OH:20])[CH2:18][CH2:19][N:14]([CH2:13][CH2:12][N:9]2[C:10]3[C:5](=[CH:4][CH:3]=[C:2]([F:1])[CH:11]=3)[CH:6]=[CH:7][C:8]2=[O:33])[CH2:15]1. The yield is 0.950. (4) The reactants are [NH2:1][C:2]1[NH:3][C:4](=[O:11])[C:5]2[NH:10][CH:9]=[CH:8][C:6]=2[N:7]=1.[CH2:12](Br)[C:13]1[CH:18]=[CH:17][CH:16]=[CH:15][CH:14]=1.[OH-].[Na+].O. The catalyst is C(Cl)Cl.CCCC[N+](CCCC)(CCCC)CCCC.[Br-]. The product is [NH2:1][C:2]1[NH:3][C:4](=[O:11])[C:5]2[N:10]([CH2:12][C:13]3[CH:18]=[CH:17][CH:16]=[CH:15][CH:14]=3)[CH:9]=[CH:8][C:6]=2[N:7]=1. The yield is 0.820. (5) The reactants are [F:8][C:7]([F:10])([F:9])[C:6](O[C:6](=[O:11])[C:7]([F:10])([F:9])[F:8])=[O:11].[Br:14][C:15]1[CH:21]=[CH:20][C:18]([NH2:19])=[CH:17][C:16]=1[F:22].[N+:23]([O-])([O-:25])=[O:24].[K+]. No catalyst specified. The product is [Br:14][C:15]1[C:16]([F:22])=[CH:17][C:18]([NH:19][C:6](=[O:11])[C:7]([F:8])([F:9])[F:10])=[C:20]([N+:23]([O-:25])=[O:24])[CH:21]=1. The yield is 1.00.